From a dataset of Forward reaction prediction with 1.9M reactions from USPTO patents (1976-2016). Predict the product of the given reaction. (1) Given the reactants [NH:1]1[CH2:7][CH2:6][CH2:5][CH2:4][CH2:3][CH2:2]1.[CH2:8](Br)[CH2:9][CH2:10][CH3:11], predict the reaction product. The product is: [CH2:8]([N:1]1[CH2:7][CH2:6][CH2:5][CH2:4][CH2:3][CH2:2]1)[CH2:9][CH2:10][CH3:11]. (2) Given the reactants [CH3:1][O:2][C:3](=[O:19])[C@H:4]([CH2:16][CH:17]=O)[CH2:5][C@H:6]([C:9]1[CH:14]=[CH:13][C:12]([F:15])=[CH:11][CH:10]=1)[O:7][CH3:8].[C:20]([O:24][C:25]([N:27]1[CH2:32][CH2:31][NH:30][CH2:29][CH2:28]1)=[O:26])([CH3:23])([CH3:22])[CH3:21].[BH-](OC(C)=O)(OC(C)=O)OC(C)=O.[Na+].CC(O)=O, predict the reaction product. The product is: [F:15][C:12]1[CH:13]=[CH:14][C:9]([C@H:6]([O:7][CH3:8])[CH2:5][C@@H:4]([C:3]([O:2][CH3:1])=[O:19])[CH2:16][CH2:17][N:30]2[CH2:29][CH2:28][N:27]([C:25]([O:24][C:20]([CH3:23])([CH3:22])[CH3:21])=[O:26])[CH2:32][CH2:31]2)=[CH:10][CH:11]=1. (3) Given the reactants [CH2:1]([NH:3][C:4]1[C:9]2[CH:10]=[CH:11][O:12][C:8]=2[CH:7]=[CH:6][N:5]=1)[CH3:2].CCN(C(C)C)C(C)C.[C:22](O[C:22]([O:24][C:25]([CH3:28])([CH3:27])[CH3:26])=[O:23])([O:24][C:25]([CH3:28])([CH3:27])[CH3:26])=[O:23].C(=O)(O)[O-].[Na+], predict the reaction product. The product is: [CH2:1]([N:3]([C:4]1[C:9]2[CH:10]=[CH:11][O:12][C:8]=2[CH:7]=[CH:6][N:5]=1)[C:22](=[O:23])[O:24][C:25]([CH3:28])([CH3:27])[CH3:26])[CH3:2]. (4) Given the reactants [O:1]=[C:2]1[NH:10][C:5]2=[N:6][CH:7]=[CH:8][CH:9]=[C:4]2[C:3]21[CH2:18][C:17]1[C:12](=[CH:13][CH:14]=[C:15]([NH:19][C:20]3[CH:21]=[C:22]([CH:26]=[CH:27][N:28]=3)[C:23]([OH:25])=O)[CH:16]=1)[CH2:11]2.[CH3:29][CH:30]1[CH2:38][C:37]2[C:32](=[CH:33][CH:34]=[CH:35][CH:36]=2)[NH:31]1.CCN(C(C)C)C(C)C.CN(C(ON1N=NC2C=CC=CC1=2)=[N+](C)C)C.[B-](F)(F)(F)F, predict the reaction product. The product is: [CH3:29][CH:30]1[CH2:38][C:37]2[C:32](=[CH:33][CH:34]=[CH:35][CH:36]=2)[N:31]1[C:23]([C:22]1[CH:26]=[CH:27][N:28]=[C:20]([NH:19][C:15]2[CH:16]=[C:17]3[C:12](=[CH:13][CH:14]=2)[CH2:11][C:3]2([C:4]4[C:5](=[N:6][CH:7]=[CH:8][CH:9]=4)[NH:10][C:2]2=[O:1])[CH2:18]3)[CH:21]=1)=[O:25]. (5) The product is: [F:1][C:2]1[C:11]([F:12])=[C:10]2[C:5]([CH:6]=[C:7]([O:21][C:17]3[CH:18]=[CH:19][CH:20]=[C:15]([F:14])[C:16]=3[C:22]([CH3:27])([CH3:26])[C:23](=[O:25])[CH3:24])[CH:8]=[N:9]2)=[CH:4][CH:3]=1. Given the reactants [F:1][C:2]1[C:11]([F:12])=[C:10]2[C:5]([CH:6]=[C:7](I)[CH:8]=[N:9]2)=[CH:4][CH:3]=1.[F:14][C:15]1[CH:20]=[CH:19][CH:18]=[C:17]([OH:21])[C:16]=1[C:22]([CH3:27])([CH3:26])[C:23](=[O:25])[CH3:24].C(=O)([O-])[O-].[Cs+].[Cs+].C(CC(=O)C(C)(C)C)(=O)C(C)(C)C, predict the reaction product. (6) Given the reactants COC1C=C(OC)C=CC=1C[N:6]([C:32]1[CH:37]=[CH:36][N:35]=[CH:34][N:33]=1)[S:7]([C:10]1[CH:15]=[C:14]([F:16])[C:13]([O:17][C@H:18]2[CH2:23][CH2:22][CH2:21][CH2:20][C@@H:19]2[C:24]2[N:28]([CH2:29][CH3:30])[N:27]=[CH:26][CH:25]=2)=[CH:12][C:11]=1[F:31])(=[O:9])=[O:8].C([SiH](CC)CC)C.FC(F)(F)C(O)=O, predict the reaction product. The product is: [CH2:29]([N:28]1[C:24]([C@H:19]2[CH2:20][CH2:21][CH2:22][CH2:23][C@@H:18]2[O:17][C:13]2[C:14]([F:16])=[CH:15][C:10]([S:7]([NH:6][C:32]3[CH:37]=[CH:36][N:35]=[CH:34][N:33]=3)(=[O:8])=[O:9])=[C:11]([F:31])[CH:12]=2)=[CH:25][CH:26]=[N:27]1)[CH3:30]. (7) The product is: [Cl:29][C:18]1[N:17]=[C:16]([N:15]2[C@@H:10]3[CH2:11][CH2:12][CH2:13][CH2:14][C@@H:9]3[N:8]([C:6]([O:5][C:1]([CH3:3])([CH3:4])[CH3:2])=[O:7])[CH2:32]2)[C:27]([F:28])=[CH:26][C:19]=1[C:20]([O:22][CH:23]([CH3:24])[CH3:25])=[O:21]. Given the reactants [C:1]([O:5][C:6]([NH:8][C@H:9]1[CH2:14][CH2:13][CH2:12][CH2:11][C@H:10]1[NH:15][C:16]1[C:27]([F:28])=[CH:26][C:19]([C:20]([O:22][CH:23]([CH3:25])[CH3:24])=[O:21])=[C:18]([Cl:29])[N:17]=1)=[O:7])([CH3:4])([CH3:3])[CH3:2].C=O.[CH:32](O)=O.[OH-].[Na+], predict the reaction product.